From a dataset of Forward reaction prediction with 1.9M reactions from USPTO patents (1976-2016). Predict the product of the given reaction. (1) Given the reactants [Cl:1][C:2]1[N:10]=[C:9]2[C:5]([N:6]=[C:7]([CH2:12][CH:13]=O)[N:8]2[CH3:11])=[C:4]([N:15]2[CH2:20][CH2:19][O:18][CH2:17][CH2:16]2)[N:3]=1.[CH3:21][C:22]1([CH3:28])[CH2:27][O:26][CH2:25][CH2:24][NH:23]1.Cl.C(N(CC)CC)C.C(O[BH-](OC(=O)C)OC(=O)C)(=O)C.[Na+], predict the reaction product. The product is: [Cl:1][C:2]1[N:10]=[C:9]2[C:5]([N:6]=[C:7]([CH2:12][CH2:13][N:23]3[CH2:24][CH2:25][O:26][CH2:27][C:22]3([CH3:28])[CH3:21])[N:8]2[CH3:11])=[C:4]([N:15]2[CH2:20][CH2:19][O:18][CH2:17][CH2:16]2)[N:3]=1. (2) Given the reactants Cl.Cl.[N:3]1([CH2:9][C:10]([O:12][CH3:13])=[O:11])[CH2:8][CH2:7][NH:6][CH2:5][CH2:4]1.CN(C)C(N(C)C)=N.F[C:23]1[N:28]=[C:27]([C:29]2[NH:38][C:37](=[O:39])[C:36]3[C:31](=[CH:32][C:33]([O:42][CH3:43])=[CH:34][C:35]=3[O:40][CH3:41])[N:30]=2)[CH:26]=[CH:25][CH:24]=1, predict the reaction product. The product is: [CH3:41][O:40][C:35]1[CH:34]=[C:33]([O:42][CH3:43])[CH:32]=[C:31]2[C:36]=1[C:37](=[O:39])[NH:38][C:29]([C:27]1[N:28]=[C:23]([N:6]3[CH2:7][CH2:8][N:3]([CH2:9][C:10]([O:12][CH3:13])=[O:11])[CH2:4][CH2:5]3)[CH:24]=[CH:25][CH:26]=1)=[N:30]2.